Dataset: NCI-60 drug combinations with 297,098 pairs across 59 cell lines. Task: Regression. Given two drug SMILES strings and cell line genomic features, predict the synergy score measuring deviation from expected non-interaction effect. (1) Drug 1: C1=CN(C(=O)N=C1N)C2C(C(C(O2)CO)O)O.Cl. Drug 2: C1CC(C1)(C(=O)O)C(=O)O.[NH2-].[NH2-].[Pt+2]. Cell line: MOLT-4. Synergy scores: CSS=85.3, Synergy_ZIP=0.108, Synergy_Bliss=0.196, Synergy_Loewe=-0.0631, Synergy_HSA=0.791. (2) Drug 1: CC1=CC=C(C=C1)C2=CC(=NN2C3=CC=C(C=C3)S(=O)(=O)N)C(F)(F)F. Drug 2: CCN(CC)CCNC(=O)C1=C(NC(=C1C)C=C2C3=C(C=CC(=C3)F)NC2=O)C. Cell line: SF-268. Synergy scores: CSS=2.11, Synergy_ZIP=-0.208, Synergy_Bliss=-0.540, Synergy_Loewe=-8.83, Synergy_HSA=-4.73. (3) Drug 1: CC=C1C(=O)NC(C(=O)OC2CC(=O)NC(C(=O)NC(CSSCCC=C2)C(=O)N1)C(C)C)C(C)C. Drug 2: CC1C(C(CC(O1)OC2CC(CC3=C2C(=C4C(=C3O)C(=O)C5=CC=CC=C5C4=O)O)(C(=O)C)O)N)O. Cell line: HT29. Synergy scores: CSS=53.8, Synergy_ZIP=-0.877, Synergy_Bliss=-4.24, Synergy_Loewe=-2.55, Synergy_HSA=-1.82. (4) Drug 1: CC(C1=C(C=CC(=C1Cl)F)Cl)OC2=C(N=CC(=C2)C3=CN(N=C3)C4CCNCC4)N. Drug 2: C1C(C(OC1N2C=C(C(=O)NC2=O)F)CO)O. Cell line: SR. Synergy scores: CSS=45.8, Synergy_ZIP=-14.9, Synergy_Bliss=-29.7, Synergy_Loewe=-33.5, Synergy_HSA=-26.2. (5) Drug 1: CC(CN1CC(=O)NC(=O)C1)N2CC(=O)NC(=O)C2. Drug 2: C1CC(=O)NC(=O)C1N2C(=O)C3=CC=CC=C3C2=O. Cell line: SF-539. Synergy scores: CSS=15.6, Synergy_ZIP=0.503, Synergy_Bliss=5.01, Synergy_Loewe=0.0954, Synergy_HSA=0.754. (6) Drug 2: COCCOC1=C(C=C2C(=C1)C(=NC=N2)NC3=CC=CC(=C3)C#C)OCCOC.Cl. Drug 1: C1C(C(OC1N2C=C(C(=O)NC2=O)F)CO)O. Synergy scores: CSS=0.880, Synergy_ZIP=-0.180, Synergy_Bliss=0.381, Synergy_Loewe=-3.08, Synergy_HSA=-2.87. Cell line: NCI-H226.